This data is from CYP3A4 inhibition data for predicting drug metabolism from PubChem BioAssay. The task is: Regression/Classification. Given a drug SMILES string, predict its absorption, distribution, metabolism, or excretion properties. Task type varies by dataset: regression for continuous measurements (e.g., permeability, clearance, half-life) or binary classification for categorical outcomes (e.g., BBB penetration, CYP inhibition). Dataset: cyp3a4_veith. (1) The drug is CN(C)C(=O)Oc1ccc[n+](C)c1. The result is 0 (non-inhibitor). (2) The molecule is O=[N+]([O-])c1ccc(N2CCOCC2)nc1. The result is 0 (non-inhibitor). (3) The molecule is CC1CCCN(C/C=C/c2ccccc2[N+](=O)[O-])C1. The result is 0 (non-inhibitor). (4) The compound is C[C@H]1[C@H](NC(=O)/C(=N/OC(C)(C)C(=O)O)c2csc(N)n2)C(=O)N1S(=O)(=O)O. The result is 0 (non-inhibitor). (5) The compound is Cc1ccc(S(=O)(=O)CCC(=O)Nc2nc3c(s2)CCCC3)cc1. The result is 1 (inhibitor). (6) The molecule is O=C(Nc1ccc(-n2nncc2-c2ccco2)cc1)c1ccc(F)cc1. The result is 1 (inhibitor). (7) The drug is COc1ccc2[nH]cc(CCNc3ncncc3-c3ccccc3C)c2c1. The result is 1 (inhibitor). (8) The molecule is COC(=O)[C@H]1[C@@H](OS(=O)(=O)O)CC[C@H]2CN3CCc4c([nH]c5ccccc45)[C@@H]3C[C@H]21. The result is 0 (non-inhibitor). (9) The drug is Cc1nn(CCOc2ccccc2)c(=O)n1-c1ccc(F)cc1. The result is 0 (non-inhibitor).